From a dataset of Peptide-MHC class II binding affinity with 134,281 pairs from IEDB. Regression. Given a peptide amino acid sequence and an MHC pseudo amino acid sequence, predict their binding affinity value. This is MHC class II binding data. (1) The peptide sequence is VTPCAAEEQKLPINALSNSL. The MHC is DRB1_1101 with pseudo-sequence DRB1_1101. The binding affinity (normalized) is 0.0660. (2) The peptide sequence is APATPAAAGAEAGKA. The MHC is HLA-DQA10301-DQB10302 with pseudo-sequence HLA-DQA10301-DQB10302. The binding affinity (normalized) is 0.494. (3) The peptide sequence is NSADTISSYFVGK. The MHC is DRB1_1501 with pseudo-sequence DRB1_1501. The binding affinity (normalized) is 0.506. (4) The peptide sequence is ILKGVINIWGSGLLQ. The MHC is DRB1_0401 with pseudo-sequence DRB1_0401. The binding affinity (normalized) is 0.375. (5) The peptide sequence is IHSLRRLYPSVFEKH. The MHC is DRB1_1501 with pseudo-sequence DRB1_1501. The binding affinity (normalized) is 0.621. (6) The peptide sequence is SPKARSERPAIVPPA. The MHC is HLA-DQA10104-DQB10503 with pseudo-sequence HLA-DQA10104-DQB10503. The binding affinity (normalized) is 0.0408. (7) The peptide sequence is GGGGESFGIVVAWQV. The MHC is DRB4_0101 with pseudo-sequence DRB4_0103. The binding affinity (normalized) is 0.439. (8) The peptide sequence is ANERADLIAYLKQATK. The MHC is H-2-IEk with pseudo-sequence QEFFIASGAAVDAVMECSLVYFDFQKETVHIFFL. The binding affinity (normalized) is 0.506. (9) The peptide sequence is EYIMKGVYINTALLN. The MHC is DRB1_0404 with pseudo-sequence DRB1_0404. The binding affinity (normalized) is 0.611. (10) The MHC is HLA-DQA10501-DQB10301 with pseudo-sequence HLA-DQA10501-DQB10301. The peptide sequence is EKKYFAATQFEPLAH. The binding affinity (normalized) is 0.294.